From a dataset of Catalyst prediction with 721,799 reactions and 888 catalyst types from USPTO. Predict which catalyst facilitates the given reaction. (1) Reactant: [Cl:1][C:2]1[CH:20]=[C:19]([Cl:21])[CH:18]=[CH:17][C:3]=1[CH2:4][N:5]1[CH:9]=[C:8]([CH2:10][CH2:11][CH2:12][OH:13])[C:7]([O:14][CH2:15][CH3:16])=[N:6]1.O[C:23]1[CH:27]=[C:26]([CH2:28][CH2:29][C:30]([O:32]CC)=[O:31])[N:25]([C:35]2[CH:40]=[CH:39][CH:38]=[CH:37][CH:36]=2)[N:24]=1.C(P(CCCC)CCCC)CCC.N(C(N1CCCCC1)=O)=NC(N1CCCCC1)=O.O1CCCC1CO.[OH-].[Na+].Cl. Product: [Cl:1][C:2]1[CH:20]=[C:19]([Cl:21])[CH:18]=[CH:17][C:3]=1[CH2:4][N:5]1[CH:9]=[C:8]([CH2:10][CH2:11][CH2:12][O:13][C:23]2[CH:27]=[C:26]([CH2:28][CH2:29][C:30]([OH:32])=[O:31])[N:25]([C:35]3[CH:40]=[CH:39][CH:38]=[CH:37][CH:36]=3)[N:24]=2)[C:7]([O:14][CH2:15][CH3:16])=[N:6]1. The catalyst class is: 7. (2) Reactant: C(O[C:4]1[CH:9]=[CH:8][N:7]=[C:6]([N:10]2[CH2:14][CH2:13][CH2:12][CH2:11]2)[N:5]=1)C.O=P(Cl)(Cl)[Cl:17]. Product: [Cl:17][C:4]1[CH:9]=[CH:8][N:7]=[C:6]([N:10]2[CH2:14][CH2:13][CH2:12][CH2:11]2)[N:5]=1. The catalyst class is: 3. (3) The catalyst class is: 37. Reactant: Cl.[Cl:2][C:3]1[C:7]([Cl:8])=[C:6]([CH3:9])[NH:5][C:4]=1[C:10]([NH:12][CH:13]1[CH2:18][CH2:17][NH:16][CH2:15][CH2:14]1)=[O:11].Br[C:20]1[S:21][C:22]([C:25]([O:27][CH3:28])=[O:26])=[CH:23][N:24]=1. Product: [Cl:2][C:3]1[C:7]([Cl:8])=[C:6]([CH3:9])[NH:5][C:4]=1[C:10]([NH:12][CH:13]1[CH2:18][CH2:17][N:16]([C:20]2[S:21][C:22]([C:25]([O:27][CH3:28])=[O:26])=[CH:23][N:24]=2)[CH2:15][CH2:14]1)=[O:11].